Dataset: Reaction yield outcomes from USPTO patents with 853,638 reactions. Task: Predict the reaction yield, written as a fraction of the theoretical maximum amount of product (1.0 means a 100% yield; for example, 0.34 means a 34% yield). (1) The product is [C:1]1([C:7]2[N:8]=[N:9][CH:10]=[C:11]([C:22]3[CH:23]=[CH:24][CH:25]=[CH:26][CH:27]=3)[C:12]=2[C:13]2[O:14][CH:15]=[C:16]([C:18](=[O:20])[CH3:28])[N:17]=2)[CH:2]=[CH:3][CH:4]=[CH:5][CH:6]=1. The yield is 0.420. The catalyst is C1COCC1. The reactants are [C:1]1([C:7]2[N:8]=[N:9][CH:10]=[C:11]([C:22]3[CH:27]=[CH:26][CH:25]=[CH:24][CH:23]=3)[C:12]=2[C:13]2[O:14][CH:15]=[C:16]([C:18]([O:20]C)=O)[N:17]=2)[CH:6]=[CH:5][CH:4]=[CH:3][CH:2]=1.[CH3:28][Mg+].[Br-]. (2) The reactants are [F:1][C:2]1[CH:3]=[C:4]2[C:8](=[CH:9][CH:10]=1)[NH:7][C:6](=[O:11])/[C:5]/2=[CH:12]\[C:13]1[NH:17][C:16]([CH3:18])=[C:15]([C:19](O)=[O:20])[C:14]=1[CH3:22].Cl.C(N=C=NCCCN(C)C)C.OC1C2N=NNC=2C=CC=1.C(N(CC)CC)C.[NH2:52][C:53]1[CH:58]=[CH:57][CH:56]=[CH:55][C:54]=1[NH:59][C:60](=[O:73])[C:61]1[CH:66]=[CH:65][C:64]([NH:67][CH2:68][CH2:69][CH2:70][CH2:71][NH2:72])=[N:63][CH:62]=1. The catalyst is [Cl-].[Na+].O.CN(C=O)C. The product is [NH2:52][C:53]1[CH:58]=[CH:57][CH:56]=[CH:55][C:54]=1[NH:59][C:60](=[O:73])[C:61]1[CH:66]=[CH:65][C:64]([NH:67][CH2:68][CH2:69][CH2:70][CH2:71][NH:72][C:19]([C:15]2[C:14]([CH3:22])=[C:13](/[CH:12]=[C:5]3\[C:6](=[O:11])[NH:7][C:8]4[C:4]\3=[CH:3][C:2]([F:1])=[CH:10][CH:9]=4)[NH:17][C:16]=2[CH3:18])=[O:20])=[N:63][CH:62]=1. The yield is 0.770. (3) The catalyst is CCO.[OH-].[Na+].C(Cl)Cl. The product is [Cl:26][C:24]1[CH:23]=[CH:22][C:21]([O:27][CH2:28][C:29]2[C:34]([F:35])=[CH:33][CH:32]=[CH:31][C:30]=2[F:36])=[C:20]([C:15]2[N:14]([C:6]3[CH:5]=[C:4]([CH:9]=[C:8]([C:10]([F:12])([F:11])[F:13])[CH:7]=3)[C:3]([OH:37])=[O:2])[C:18]([CH3:19])=[CH:17][CH:16]=2)[CH:25]=1. The yield is 0.780. The reactants are C[O:2][C:3](=[O:37])[C:4]1[CH:9]=[C:8]([C:10]([F:13])([F:12])[F:11])[CH:7]=[C:6]([N:14]2[C:18]([CH3:19])=[CH:17][CH:16]=[C:15]2[C:20]2[CH:25]=[C:24]([Cl:26])[CH:23]=[CH:22][C:21]=2[O:27][CH2:28][C:29]2[C:34]([F:35])=[CH:33][CH:32]=[CH:31][C:30]=2[F:36])[CH:5]=1.